From a dataset of NCI-60 drug combinations with 297,098 pairs across 59 cell lines. Regression. Given two drug SMILES strings and cell line genomic features, predict the synergy score measuring deviation from expected non-interaction effect. (1) Cell line: MDA-MB-435. Drug 2: CC1OCC2C(O1)C(C(C(O2)OC3C4COC(=O)C4C(C5=CC6=C(C=C35)OCO6)C7=CC(=C(C(=C7)OC)O)OC)O)O. Synergy scores: CSS=25.7, Synergy_ZIP=-1.96, Synergy_Bliss=-2.75, Synergy_Loewe=-8.48, Synergy_HSA=-3.64. Drug 1: CC12CCC3C(C1CCC2=O)CC(=C)C4=CC(=O)C=CC34C. (2) Drug 1: CN1C(=O)N2C=NC(=C2N=N1)C(=O)N. Drug 2: COC1=NC(=NC2=C1N=CN2C3C(C(C(O3)CO)O)O)N. Cell line: KM12. Synergy scores: CSS=-3.61, Synergy_ZIP=-0.188, Synergy_Bliss=-5.76, Synergy_Loewe=-7.52, Synergy_HSA=-6.45. (3) Drug 1: C1=CC(=CC=C1CCC2=CNC3=C2C(=O)NC(=N3)N)C(=O)NC(CCC(=O)O)C(=O)O. Drug 2: CN(C(=O)NC(C=O)C(C(C(CO)O)O)O)N=O. Cell line: T-47D. Synergy scores: CSS=6.75, Synergy_ZIP=-3.67, Synergy_Bliss=-2.52, Synergy_Loewe=0.225, Synergy_HSA=0.617. (4) Synergy scores: CSS=26.8, Synergy_ZIP=-7.49, Synergy_Bliss=-2.63, Synergy_Loewe=-2.55, Synergy_HSA=-1.35. Cell line: UACC62. Drug 1: CC12CCC(CC1=CCC3C2CCC4(C3CC=C4C5=CN=CC=C5)C)O. Drug 2: C1=CC(=CC=C1CCCC(=O)O)N(CCCl)CCCl. (5) Drug 1: CCN(CC)CCNC(=O)C1=C(NC(=C1C)C=C2C3=C(C=CC(=C3)F)NC2=O)C. Drug 2: CC1=C(N=C(N=C1N)C(CC(=O)N)NCC(C(=O)N)N)C(=O)NC(C(C2=CN=CN2)OC3C(C(C(C(O3)CO)O)O)OC4C(C(C(C(O4)CO)O)OC(=O)N)O)C(=O)NC(C)C(C(C)C(=O)NC(C(C)O)C(=O)NCCC5=NC(=CS5)C6=NC(=CS6)C(=O)NCCC[S+](C)C)O. Cell line: HOP-92. Synergy scores: CSS=19.8, Synergy_ZIP=-8.71, Synergy_Bliss=0.559, Synergy_Loewe=-15.0, Synergy_HSA=-0.697. (6) Drug 1: CC1C(C(=O)NC(C(=O)N2CCCC2C(=O)N(CC(=O)N(C(C(=O)O1)C(C)C)C)C)C(C)C)NC(=O)C3=C4C(=C(C=C3)C)OC5=C(C(=O)C(=C(C5=N4)C(=O)NC6C(OC(=O)C(N(C(=O)CN(C(=O)C7CCCN7C(=O)C(NC6=O)C(C)C)C)C)C(C)C)C)N)C. Drug 2: CC1=C2C(C(=O)C3(C(CC4C(C3C(C(C2(C)C)(CC1OC(=O)C(C(C5=CC=CC=C5)NC(=O)OC(C)(C)C)O)O)OC(=O)C6=CC=CC=C6)(CO4)OC(=O)C)O)C)O. Cell line: A498. Synergy scores: CSS=4.61, Synergy_ZIP=2.74, Synergy_Bliss=6.42, Synergy_Loewe=-0.219, Synergy_HSA=0.507.